From a dataset of Catalyst prediction with 721,799 reactions and 888 catalyst types from USPTO. Predict which catalyst facilitates the given reaction. Reactant: [Cl:1][C:2]1[CH:3]=[C:4]([CH:6]=[CH:7][CH:8]=1)[NH2:5].[CH3:9][C:10]([CH:12]1[CH2:14][CH2:13]1)=O.C(O[BH-](OC(=O)C)OC(=O)C)(=O)C.[Na+].C(O)(=O)C.C(=O)(O)[O-].[Na+]. Product: [Cl:1][C:2]1[CH:3]=[C:4]([NH:5][CH:10]([CH:12]2[CH2:14][CH2:13]2)[CH3:9])[CH:6]=[CH:7][CH:8]=1. The catalyst class is: 417.